Dataset: Full USPTO retrosynthesis dataset with 1.9M reactions from patents (1976-2016). Task: Predict the reactants needed to synthesize the given product. (1) Given the product [CH2:1]([O:3][C:4]([C@H:6]1[CH2:10][CH2:9][C@@H:8]([C:11](=[O:13])[NH:27][C:26]2[CH:28]=[CH:29][CH:30]=[C:24]([O:23][C:22]([F:21])([F:31])[F:32])[CH:25]=2)[N:7]1[CH2:14][C:15]1[CH:20]=[CH:19][CH:18]=[CH:17][CH:16]=1)=[O:5])[CH3:2], predict the reactants needed to synthesize it. The reactants are: [CH2:1]([O:3][C:4]([C@H:6]1[CH2:10][CH2:9][C@@H:8]([C:11]([OH:13])=O)[N:7]1[CH2:14][C:15]1[CH:20]=[CH:19][CH:18]=[CH:17][CH:16]=1)=[O:5])[CH3:2].[F:21][C:22]([F:32])([F:31])[O:23][C:24]1[CH:25]=[C:26]([CH:28]=[CH:29][CH:30]=1)[NH2:27].CN(C(ON1N=NC2C=CC=CC1=2)=[N+](C)C)C.F[P-](F)(F)(F)(F)F.C(N(C(C)C)CC)(C)C.Cl. (2) Given the product [Cl:28][C:29]1[CH:34]=[CH:33][CH:32]=[CH:31][C:30]=1[C:35]1[CH:40]=[CH:39][CH:38]=[C:37]([NH:41][C:42]([C@@H:44]2[CH2:48][C@@H:47]([F:49])[CH2:46][N:45]2[C:15](=[O:17])[CH2:14][N:6]2[C:7]3[C:12](=[CH:11][CH:10]=[C:9]([OH:13])[CH:8]=3)[C:4]([C:1]([NH2:2])=[O:3])=[N:5]2)=[O:43])[C:36]=1[F:50], predict the reactants needed to synthesize it. The reactants are: [C:1]([C:4]1[C:12]2[C:7](=[CH:8][C:9]([OH:13])=[CH:10][CH:11]=2)[N:6]([CH2:14][C:15]([OH:17])=O)[N:5]=1)(=[O:3])[NH2:2].CCN(C(C)C)C(C)C.Cl.[Cl:28][C:29]1[CH:34]=[CH:33][CH:32]=[CH:31][C:30]=1[C:35]1[CH:40]=[CH:39][CH:38]=[C:37]([NH:41][C:42]([C@@H:44]2[CH2:48][C@@H:47]([F:49])[CH2:46][NH:45]2)=[O:43])[C:36]=1[F:50].CN(C(ON1N=NC2C=CC=NC1=2)=[N+](C)C)C.F[P-](F)(F)(F)(F)F. (3) The reactants are: [C:1]([O:6][CH:7]([O:9][CH2:10][CH3:11])[CH3:8])(=[O:5])[C:2]([CH3:4])=[CH2:3].[C:12]([O:17][CH2:18][CH:19]1[O:21][CH2:20]1)(=[O:16])[C:13]([CH3:15])=[CH2:14].[C:22]([O:27][CH2:28][C:29]1[CH:34]=[CH:33][CH:32]=[CH:31][CH:30]=1)(=[O:26])[C:23]([CH3:25])=[CH2:24].[C:35]([OH:40])(=[O:39])[C:36]([CH3:38])=[CH2:37].N([C:50](C)(CC)[C:51]([O-:53])=O)=N[C:43](C)(CC)C([O-])=O. Given the product [C:1]([O:6][CH:7]([O:9][CH2:10][CH3:11])[CH3:8])(=[O:5])[C:2]([CH3:4])=[CH2:3].[C:12]([O:17][CH2:18][CH:19]1[O:21][CH2:20]1)(=[O:16])[C:13]([CH3:15])=[CH2:14].[C:22]([O:27][CH2:28][C:29]1[CH:30]=[CH:31][CH:32]=[CH:33][CH:34]=1)(=[O:26])[C:23]([CH3:25])=[CH2:24].[C:35]([OH:40])(=[O:39])[C:36]([CH3:38])=[CH2:37].[C:12]([O:17][CH:18]([CH3:43])[CH2:19][O:21][CH3:20])(=[O:16])[CH3:13].[CH3:20][O:21][CH2:19][CH2:18][O:17][CH2:12][CH2:13][O:53][CH2:51][CH3:50], predict the reactants needed to synthesize it. (4) Given the product [F:23][C:24]1[CH:29]=[CH:28][C:27]2[NH:30][C:10]([C:9]3[C:4]([CH3:3])=[N:5][C:6]([NH:12][CH2:13][CH2:14][CH2:15][CH:16]4[CH2:21][CH2:20][N:19]([CH3:22])[CH2:18][CH2:17]4)=[N:7][CH:8]=3)=[N:31][C:26]=2[C:25]=1[CH3:32], predict the reactants needed to synthesize it. The reactants are: CO.[CH3:3][C:4]1[C:9]([CH:10]=O)=[CH:8][N:7]=[C:6]([NH:12][CH2:13][CH2:14][CH2:15][CH:16]2[CH2:21][CH2:20][N:19]([CH3:22])[CH2:18][CH2:17]2)[N:5]=1.[F:23][C:24]1[C:25]([CH3:32])=[C:26]([NH2:31])[C:27]([NH2:30])=[CH:28][CH:29]=1. (5) Given the product [Cl:1][C:2]1[N:6]([CH3:7])[N:5]=[C:4]([C:8]2[CH:13]=[CH:12][CH:11]=[CH:10][CH:9]=2)[C:3]=1[C:14]1[CH:15]=[CH:14][C:3]2[C:2](=[CH:28][CH:29]=[C:30]([CH2:26][CH2:20][N:19]3[CH2:24][CH2:23][CH2:22][C@H:18]3[CH3:17])[CH:4]=2)[N:31]=1, predict the reactants needed to synthesize it. The reactants are: [Cl:1][C:2]1[N:6]([CH3:7])[N:5]=[C:4]([C:8]2[CH:13]=[CH:12][CH:11]=[CH:10][CH:9]=2)[C:3]=1[C:14](=O)[CH3:15].[CH3:17][C:18]1[N:19]=[C:20]([C:26]2S[CH:28]=[CH:29][CH:30]=2)S[C:22]=1[C:23](=O)[CH3:24].[NH3:31]. (6) The reactants are: [CH3:1][O:2][C:3]1[C:16]([O:17][CH3:18])=[CH:15][C:14]2[C:13]3[C:8](=[CH:9][CH:10]=[C:11]([O:19][CH3:20])[CH:12]=3)[C:7]([CH2:21][NH:22][CH2:23][CH2:24]CCCC(O)=O)=[CH:6][C:5]=2[CH:4]=1.N. Given the product [CH3:1][O:2][C:3]1[C:16]([O:17][CH3:18])=[CH:15][C:14]2[C:13]3[C:8](=[CH:9][CH:10]=[C:11]([O:19][CH3:20])[CH:12]=3)[C:7]([CH2:21][NH:22][CH:23]([CH3:24])[CH2:14][CH2:5][CH2:4][CH2:3][OH:2])=[CH:6][C:5]=2[CH:4]=1, predict the reactants needed to synthesize it.